This data is from Reaction yield outcomes from USPTO patents with 853,638 reactions. The task is: Predict the reaction yield, written as a fraction of the theoretical maximum amount of product (1.0 means a 100% yield; for example, 0.34 means a 34% yield). (1) The reactants are C[O:2][C:3]([C:5]1[S:9][C:8]([C:10]2[CH:15]=[CH:14][CH:13]=[CH:12][N:11]=2)=[N:7][CH:6]=1)=[O:4].[OH-].[Li+].ClCCl. The catalyst is C1COCC1.CO. The product is [N:11]1[CH:12]=[CH:13][CH:14]=[CH:15][C:10]=1[C:8]1[S:9][C:5]([C:3]([OH:4])=[O:2])=[CH:6][N:7]=1. The yield is 0.920. (2) The reactants are [CH3:1][C:2]1[CH:3]=[C:4]([CH:8]=[CH:9][C:10]=1[C:11]([N:13]1[CH2:17][CH2:16][CH2:15][CH2:14]1)=[O:12])[C:5]([OH:7])=O.CN(C(ON1N=NC2C=CC=CC1=2)=[N+](C)C)C.[B-](F)(F)(F)F.C(N(C(C)C)CC)(C)C.[Cl:49][C:50]1[CH:63]=[CH:62][C:53]2[NH:54][C:55]([C@@H:57]([NH2:61])[CH2:58][C:59]#[CH:60])=[N:56][C:52]=2[CH:51]=1.ClCl. The catalyst is O1CCCC1.ClCCl.C(O)C. The product is [Cl:49][C:50]1[CH:63]=[CH:62][C:53]2[NH:54][C:55]([C@@H:57]([NH:61][C:5](=[O:7])[C:4]3[CH:8]=[CH:9][C:10]([C:11]([N:13]4[CH2:17][CH2:16][CH2:15][CH2:14]4)=[O:12])=[C:2]([CH3:1])[CH:3]=3)[CH2:58][C:59]#[CH:60])=[N:56][C:52]=2[CH:51]=1. The yield is 0.460. (3) The reactants are [CH:1]1([C:7]2[C:8]3[CH:9]=[CH:10][C:11]([C:34]([O:36]C)=[O:35])=[CH:12][C:13]=3[N:14]3[CH2:21][CH2:20][N:19]([CH2:22][C@H:23]4[CH2:27][CH2:26][CH2:25][N:24]4[CH3:28])[CH2:18][C:17]4[CH:29]=[C:30]([F:33])[CH:31]=[CH:32][C:16]=4[C:15]=23)[CH2:6][CH2:5][CH2:4][CH2:3][CH2:2]1.[OH-].[K+]. The catalyst is O1CCOCC1.O. The product is [CH:1]1([C:7]2[C:8]3[CH:9]=[CH:10][C:11]([C:34]([OH:36])=[O:35])=[CH:12][C:13]=3[N:14]3[CH2:21][CH2:20][N:19]([CH2:22][C@H:23]4[CH2:27][CH2:26][CH2:25][N:24]4[CH3:28])[CH2:18][C:17]4[CH:29]=[C:30]([F:33])[CH:31]=[CH:32][C:16]=4[C:15]=23)[CH2:6][CH2:5][CH2:4][CH2:3][CH2:2]1. The yield is 0.180. (4) The reactants are [CH3:1][C:2]1[C:7]([CH:8]([C:13]2[C:21]3[C:16](=[CH:17][C:18]([N:22]4[CH2:27][CH2:26][O:25][CH2:24][CH2:23]4)=[CH:19][CH:20]=3)[NH:15][CH:14]=2)[CH2:9][N+:10]([O-])=O)=[CH:6][CH:5]=[CH:4][C:3]=1[NH:28][C:29](=[O:38])[O:30][CH2:31][C:32]1[CH:37]=[CH:36][CH:35]=[CH:34][CH:33]=1.[Cl-].[NH4+].CCOC(C)=O. The catalyst is C1COCC1.CO.[Zn]. The product is [NH2:10][CH2:9][CH:8]([C:7]1[C:2]([CH3:1])=[C:3]([NH:28][C:29](=[O:38])[O:30][CH2:31][C:32]2[CH:33]=[CH:34][CH:35]=[CH:36][CH:37]=2)[CH:4]=[CH:5][CH:6]=1)[C:13]1[C:21]2[C:16](=[CH:17][C:18]([N:22]3[CH2:23][CH2:24][O:25][CH2:26][CH2:27]3)=[CH:19][CH:20]=2)[NH:15][CH:14]=1. The yield is 0.850. (5) The reactants are [N+:1]([C:4]1[CH:5]=[C:6]([CH2:13][OH:14])[CH:7]=[CH:8][C:9]=1[N+:10]([O-:12])=[O:11])([O-:3])=[O:2].[Cr](Cl)([O-])(=O)=O.[NH+]1C=CC=CC=1.CCOCC. The catalyst is C(Cl)Cl. The product is [N+:1]([C:4]1[CH:5]=[C:6]([CH:7]=[CH:8][C:9]=1[N+:10]([O-:12])=[O:11])[CH:13]=[O:14])([O-:3])=[O:2]. The yield is 0.710. (6) The reactants are C(OC(=O)[NH:7][CH2:8][C:9]1[CH:14]=[CH:13][C:12]([C:15]([F:18])([F:17])[F:16])=[C:11]([NH2:19])[CH:10]=1)(C)(C)C.Cl. The catalyst is C1COCC1. The product is [NH2:19][C:11]1[CH:10]=[C:9]([CH:14]=[CH:13][C:12]=1[C:15]([F:16])([F:17])[F:18])[CH2:8][NH2:7]. The yield is 0.990. (7) The reactants are F[C:2]1[N:11]=[CH:10][C:9]2[C:8]([NH:12][C:13]3[CH:18]=[CH:17][CH:16]=[C:15]([Br:19])[CH:14]=3)=[N:7][CH:6]=[N:5][C:4]=2[CH:3]=1.[CH3:20][O-:21].[Na+].CO. No catalyst specified. The product is [CH3:20][O:21][C:2]1[N:11]=[CH:10][C:9]2[C:8]([NH:12][C:13]3[CH:18]=[CH:17][CH:16]=[C:15]([Br:19])[CH:14]=3)=[N:7][CH:6]=[N:5][C:4]=2[CH:3]=1. The yield is 0.890.